From a dataset of Full USPTO retrosynthesis dataset with 1.9M reactions from patents (1976-2016). Predict the reactants needed to synthesize the given product. (1) Given the product [Cl:29][C:30]1[CH:35]=[CH:34][C:33]([CH:36]([C:51]2[CH:56]=[CH:55][C:54]([O:27][CH3:24])=[CH:53][CH:52]=2)[C:37]2[C:45]3[C:40](=[C:41]([CH2:46][S:47]([CH3:50])(=[O:49])=[O:48])[CH:42]=[CH:43][CH:44]=3)[NH:39][CH:38]=2)=[CH:32][CH:31]=1, predict the reactants needed to synthesize it. The reactants are: ClC1C=CC(C(C2C=C[C:24]([O:27]C)=CC=2)C2C3C(=C(CSC)C=CC=3)NC=2)=CC=1.[Cl:29][C:30]1[CH:35]=[CH:34][C:33]([CH:36]([C:51]2[CH:56]=[CH:55][C:54](Cl)=[CH:53][CH:52]=2)[C:37]2[C:45]3[C:40](=[C:41]([CH2:46][S:47]([CH3:50])(=[O:49])=[O:48])[CH:42]=[CH:43][CH:44]=3)[NH:39][CH:38]=2)=[CH:32][CH:31]=1. (2) Given the product [Cl:1][C:2]1[CH:3]=[CH:4][C:5]([OH:18])=[C:6]([CH2:8][CH2:9][CH2:10][NH:11][CH2:12][CH2:13][C:14]([NH2:21])=[O:15])[CH:7]=1, predict the reactants needed to synthesize it. The reactants are: [Cl:1][C:2]1[CH:3]=[CH:4][C:5]([OH:18])=[C:6]([CH2:8][CH2:9][CH2:10][NH:11][CH2:12][CH2:13][C:14](OC)=[O:15])[CH:7]=1.CO.[NH3:21]. (3) Given the product [Cl:1][C:2]1[CH:3]=[C:4]([NH:16][C:17]2[C:29]3[C:28]4[CH2:27][CH2:26][N:25]([C:41](=[O:42])[CH:40]=[CH:39][CH2:38][CH2:37][O:36][CH:31]5[CH2:32][CH2:33][CH2:34][CH2:35][O:30]5)[CH2:24][C:23]=4[S:22][C:21]=3[N:20]=[CH:19][N:18]=2)[CH:5]=[CH:6][C:7]=1[O:8][CH2:9][C:10]1[CH:15]=[CH:14][CH:13]=[CH:12][N:11]=1, predict the reactants needed to synthesize it. The reactants are: [Cl:1][C:2]1[CH:3]=[C:4]([NH:16][C:17]2[C:29]3[C:28]4[CH2:27][CH2:26][NH:25][CH2:24][C:23]=4[S:22][C:21]=3[N:20]=[CH:19][N:18]=2)[CH:5]=[CH:6][C:7]=1[O:8][CH2:9][C:10]1[CH:15]=[CH:14][CH:13]=[CH:12][N:11]=1.[O:30]1[CH2:35][CH2:34][CH2:33][CH2:32][CH:31]1[O:36][CH2:37][CH2:38][CH:39]=[CH:40][C:41](O)=[O:42].C(N(C(C)C)CC)(C)C. (4) The reactants are: [CH3:1][O:2][C:3]1[CH:4]=[C:5]([C:11]2[CH2:15][CH:14]([CH2:16][CH2:17][CH2:18][CH:19]=O)[O:13][N:12]=2)[CH:6]=[CH:7][C:8]=1[O:9][CH3:10].Cl.[CH3:22][O:23][C:24]1[CH:29]=[CH:28][CH:27]=[CH:26][C:25]=1[N:30]1[CH2:35][CH2:34][NH:33][CH2:32][CH2:31]1.[BH-](OC(C)=O)(OC(C)=O)OC(C)=O.[Na+].C(N(C(C)C)CC)(C)C. Given the product [CH3:1][O:2][C:3]1[CH:4]=[C:5]([C:11]2[CH2:15][CH:14]([CH2:16][CH2:17][CH2:18][CH2:19][N:33]3[CH2:32][CH2:31][N:30]([C:25]4[CH:26]=[CH:27][CH:28]=[CH:29][C:24]=4[O:23][CH3:22])[CH2:35][CH2:34]3)[O:13][N:12]=2)[CH:6]=[CH:7][C:8]=1[O:9][CH3:10], predict the reactants needed to synthesize it. (5) Given the product [Cl:1][C:2]1[CH:3]=[C:4]([CH:22]=[CH:23][CH:24]=1)[C:5]([NH:7][CH2:8][C:9]1[CH:14]=[CH:13][C:12]([C:15]#[N:16])=[CH:11][C:10]=1[NH:17][CH2:18][C:19](=[O:21])[NH:25][C:26]1[CH:27]=[N:28][CH:29]=[CH:30][CH:31]=1)=[O:6], predict the reactants needed to synthesize it. The reactants are: [Cl:1][C:2]1[CH:3]=[C:4]([CH:22]=[CH:23][CH:24]=1)[C:5]([NH:7][CH2:8][C:9]1[CH:14]=[CH:13][C:12]([C:15]#[N:16])=[CH:11][C:10]=1[NH:17][CH2:18][C:19]([OH:21])=O)=[O:6].[NH2:25][C:26]1[CH:27]=[N:28][CH:29]=[CH:30][CH:31]=1. (6) Given the product [NH:42]1[C:43]2[C:48](=[CH:47][CH:46]=[CH:45][CH:44]=2)[C:40]([C:37]2[CH2:38][CH2:39][N:34]([CH2:12][CH:13]3[O:14][C:15]4[C:16](=[CH:17][CH:18]=[C:19]5[C:24]=4[O:23][CH2:22][CH2:21][C:20]5=[O:25])[O:26][CH2:27]3)[CH2:35][CH:36]=2)=[CH:41]1, predict the reactants needed to synthesize it. The reactants are: CC1C=CC(S(O[CH2:12][C@H:13]2[CH2:27][O:26][C:16]3[CH:17]=[CH:18][C:19]4[C:20](=[O:25])[CH2:21][CH2:22][O:23][C:24]=4[C:15]=3[O:14]2)(=O)=O)=CC=1.C(=O)([O-])[O-].[K+].[K+].[NH:34]1[CH2:39][CH:38]=[C:37]([C:40]2[C:48]3[C:43](=[CH:44][CH:45]=[CH:46][CH:47]=3)[NH:42][CH:41]=2)[CH2:36][CH2:35]1. (7) Given the product [Br:1][C:2]1[CH:3]=[CH:4][C:5]2[C:13]3[O:12][N:11]=[C:10]([C:14]4[CH:15]=[CH:16][C:17]([O:20][C:21]([F:22])([F:24])[F:23])=[CH:18][CH:19]=4)[C:9]=3[CH2:8][CH2:7][C:6]=2[CH:25]=1, predict the reactants needed to synthesize it. The reactants are: [Br:1][C:2]1[CH:3]=[CH:4][C:5]2[CH:13]3[CH:9]([C:10]([C:14]4[CH:19]=[CH:18][C:17]([O:20][C:21]([F:24])([F:23])[F:22])=[CH:16][CH:15]=4)=[N:11][O:12]3)[CH2:8][CH2:7][C:6]=2[CH:25]=1.C(C1C(=O)C(Cl)=C(Cl)C(=O)C=1C#N)#N. (8) Given the product [CH3:37][Si:36]([CH3:39])([CH3:38])[C:34]#[C:35][C:7]1[CH:16]=[C:15]2[C:10]([CH:11]=[CH:12][C:13]([O:17][CH:18]([CH2:23][CH3:24])[C:19]([O:21][CH3:22])=[O:20])=[CH:14]2)=[CH:9][CH:8]=1, predict the reactants needed to synthesize it. The reactants are: FC(F)(F)S(O[C:7]1[CH:16]=[C:15]2[C:10]([CH:11]=[CH:12][C:13]([O:17][CH:18]([CH2:23][CH3:24])[C:19]([O:21][CH3:22])=[O:20])=[CH:14]2)=[CH:9][CH:8]=1)(=O)=O.C(N(CC)CC)C.[C:34]([Si:36]([CH3:39])([CH3:38])[CH3:37])#[CH:35]. (9) Given the product [CH:8]([O:11][C:12]1[CH:13]=[C:14]([CH:17]=[CH:18][C:19]=1[N+:20]([O-:22])=[O:21])[CH2:15][N:5]1[CH2:6][CH2:7][N:2]([CH3:1])[CH2:3][CH2:4]1)([CH3:10])[CH3:9], predict the reactants needed to synthesize it. The reactants are: [CH3:1][N:2]1[CH2:7][CH2:6][NH:5][CH2:4][CH2:3]1.[CH:8]([O:11][C:12]1[CH:13]=[C:14]([CH:17]=[CH:18][C:19]=1[N+:20]([O-:22])=[O:21])[CH:15]=O)([CH3:10])[CH3:9].C(O[BH-](OC(=O)C)OC(=O)C)(=O)C.[Na+].C(=O)([O-])O.[Na+].